Dataset: Forward reaction prediction with 1.9M reactions from USPTO patents (1976-2016). Task: Predict the product of the given reaction. (1) The product is: [Br:10][C:7]1[N:8]=[CH:9][C:4]([C:1]([C:17]2[CH:16]=[CH:15][N:14]=[CH:13][CH:12]=2)([OH:3])[CH3:2])=[CH:5][CH:6]=1. Given the reactants [C:1]([C:4]1[CH:5]=[CH:6][C:7]([Br:10])=[N:8][CH:9]=1)(=[O:3])[CH3:2].I[C:12]1[CH:13]=[N:14][CH:15]=[CH:16][CH:17]=1.[Li]CCCC.CCCCCC, predict the reaction product. (2) The product is: [F:45][C:33]1[CH:34]=[C:35]([C:2]2[CH:3]=[C:4]([NH:11][C:12]3[CH:17]=[CH:16][C:15]([N:18]4[CH2:23][CH2:22][N:21]([CH3:24])[CH2:20][CH2:19]4)=[CH:14][N:13]=3)[C:5]3[N:6]([CH:8]=[CH:9][N:10]=3)[N:7]=2)[C:30]([CH2:29][OH:28])=[C:31]([N:46]2[CH2:58][CH2:57][N:49]3[C:50]4[CH2:51][CH2:52][CH2:53][CH2:54][C:55]=4[CH:56]=[C:48]3[C:47]2=[O:59])[CH:32]=1. Given the reactants Cl[C:2]1[CH:3]=[C:4]([NH:11][C:12]2[CH:17]=[CH:16][C:15]([N:18]3[CH2:23][CH2:22][N:21]([CH3:24])[CH2:20][CH2:19]3)=[CH:14][N:13]=2)[C:5]2[N:6]([CH:8]=[CH:9][N:10]=2)[N:7]=1.C([O:28][CH2:29][C:30]1[C:35](B2OC(C)(C)C(C)(C)O2)=[CH:34][C:33]([F:45])=[CH:32][C:31]=1[N:46]1[CH2:58][CH2:57][N:49]2[C:50]3[CH2:51][CH2:52][CH2:53][CH2:54][C:55]=3[CH:56]=[C:48]2[C:47]1=[O:59])(=O)C.C1(P(C2CCCCC2)C2CCCCC2)CCCCC1.C(=O)([O-])[O-].[Cs+].[Cs+], predict the reaction product. (3) Given the reactants [CH3:1][O:2][CH2:3][CH2:4][CH2:5][NH:6][CH2:7][C:8]1[S:12][C:11](B(O)O)=[CH:10][CH:9]=1.Br[C:17]1[CH:18]=[C:19]2[C:23](=[C:24]([C:26]([NH2:28])=[O:27])[CH:25]=1)[NH:22][CH:21]=[C:20]2[CH:29]1[CH2:34][CH2:33][N:32]([S:35]([CH2:38][CH3:39])(=[O:37])=[O:36])[CH2:31][CH2:30]1.C([O-])([O-])=O.[K+].[K+], predict the reaction product. The product is: [CH2:38]([S:35]([N:32]1[CH2:31][CH2:30][CH:29]([C:20]2[C:19]3[C:23](=[C:24]([C:26]([NH2:28])=[O:27])[CH:25]=[C:17]([C:11]4[S:12][C:8]([CH2:7][NH:6][CH2:5][CH2:4][CH2:3][O:2][CH3:1])=[CH:9][CH:10]=4)[CH:18]=3)[NH:22][CH:21]=2)[CH2:34][CH2:33]1)(=[O:37])=[O:36])[CH3:39]. (4) Given the reactants C(N(CC)CC)C.[CH:8]([C:10]1[C:18]2[C:13](=[CH:14][CH:15]=[CH:16][CH:17]=2)[N:12](C(OC(C)(C)C)=O)[CH:11]=1)=[O:9].[F:26][C:27]1[N:32]=[CH:31][C:30]([CH:33]=[N:34][C:35]2[CH:36]=[C:37]([CH2:43][OH:44])[CH:38]=[C:39]([O:41][CH3:42])[CH:40]=2)=[CH:29][CH:28]=1, predict the reaction product. The product is: [F:26][C:27]1[N:32]=[CH:31][C:30]([CH:33]([NH:34][C:35]2[CH:40]=[C:39]([O:41][CH3:42])[CH:38]=[C:37]([CH2:43][OH:44])[CH:36]=2)[C:8]([C:10]2[C:18]3[C:13](=[CH:14][CH:15]=[CH:16][CH:17]=3)[NH:12][CH:11]=2)=[O:9])=[CH:29][CH:28]=1.